Predict the reaction yield, written as a fraction of the theoretical maximum amount of product (1.0 means a 100% yield; for example, 0.34 means a 34% yield). From a dataset of Reaction yield outcomes from USPTO patents with 853,638 reactions. (1) The yield is 0.550. The reactants are [NH:1]1[CH2:6][CH2:5][CH:4]([C:7]2[CH:12]=[CH:11][C:10]([S:13]([NH:16][C:17]3[S:18][CH:19]=[CH:20][N:21]=3)(=[O:15])=[O:14])=[CH:9][CH:8]=2)[CH2:3][CH2:2]1.[Cl:22][C:23]1[CH:24]=[C:25]2[CH:31]=[CH:30][N:29]([CH2:32][CH2:33][C:34](O)=[O:35])[C:26]2=[N:27][CH:28]=1.CN(C(ON1N=NC2C=CC=NC1=2)=[N+](C)C)C.F[P-](F)(F)(F)(F)F.CCN(C(C)C)C(C)C. The catalyst is C1COCC1. The product is [Cl:22][C:23]1[CH:24]=[C:25]2[CH:31]=[CH:30][N:29]([CH2:32][CH2:33][C:34]([N:1]3[CH2:2][CH2:3][CH:4]([C:7]4[CH:8]=[CH:9][C:10]([S:13]([NH:16][C:17]5[S:18][CH:19]=[CH:20][N:21]=5)(=[O:14])=[O:15])=[CH:11][CH:12]=4)[CH2:5][CH2:6]3)=[O:35])[C:26]2=[N:27][CH:28]=1. (2) The reactants are [Cl:1][C:2]1[CH:7]=[CH:6][C:5]([C:8]2[N:12]([C:13]3[CH:18]=[CH:17][C:16]([Cl:19])=[CH:15][C:14]=3[Cl:20])[N:11]=[C:10]([C:21]([OH:23])=O)[N:9]=2)=[CH:4][CH:3]=1.C(N(C(C)C)CC)(C)C.F[P-](F)(F)(F)(F)F.N1(OC(N(C)C)=[N+](C)C)[C:44]2[CH:45]=[CH:46][CH:47]=C[C:43]=2[N:42]=[N:41]1.NN1CCCCC1.C([O-])(O)=O.[Na+]. The catalyst is C(#N)C. The product is [ClH:1].[Cl:1][C:2]1[CH:7]=[CH:6][C:5]([C:8]2[N:12]([C:13]3[CH:18]=[CH:17][C:16]([Cl:19])=[CH:15][C:14]=3[Cl:20])[N:11]=[C:10]([C:21]([NH:41][N:42]3[CH2:47][CH2:46][CH2:45][CH2:44][CH2:43]3)=[O:23])[N:9]=2)=[CH:4][CH:3]=1. The yield is 0.770. (3) The reactants are [C:1]([O:4][C@H:5]([C:34]1[CH:39]=[CH:38][C:37]([F:40])=[CH:36][CH:35]=1)[CH2:6][CH2:7][C@H:8]1[C:11](=[O:12])[N:10]([C:13]2[CH:18]=[CH:17][C:16]([O:19][S:20]([C:23]([F:26])([F:25])[F:24])(=[O:22])=[O:21])=[CH:15][CH:14]=2)[C@@H:9]1[C:27]1[CH:32]=[CH:31][C:30](I)=[CH:29][CH:28]=1)(=[O:3])[CH3:2].[C:41]([O:44][CH2:45][C:46]([C:53]#[CH:54])([OH:52])[CH2:47][O:48][C:49](=[O:51])[CH3:50])(=[O:43])[CH3:42].C(N(CC)CC)C.O. The catalyst is CN(C=O)C.[Cu]I. The product is [C:1]([O:4][C@H:5]([C:34]1[CH:39]=[CH:38][C:37]([F:40])=[CH:36][CH:35]=1)[CH2:6][CH2:7][C@H:8]1[C:11](=[O:12])[N:10]([C:13]2[CH:18]=[CH:17][C:16]([O:19][S:20]([C:23]([F:26])([F:25])[F:24])(=[O:22])=[O:21])=[CH:15][CH:14]=2)[C@@H:9]1[C:27]1[CH:32]=[CH:31][C:30]([C:54]#[C:53][C:46]([CH2:45][O:44][C:41](=[O:43])[CH3:42])([OH:52])[CH2:47][O:48][C:49](=[O:51])[CH3:50])=[CH:29][CH:28]=1)(=[O:3])[CH3:2]. The yield is 0.500. (4) The reactants are [CH2:1]([O:3][C:4]1[CH:5]=[C:6]2[C:11](=[CH:12][CH:13]=1)[NH:10][C:9](=[O:14])[CH2:8][CH2:7]2)[CH3:2].[N:15]([O-:17])=[O:16].[Na+]. The catalyst is C(O)(C(F)(F)F)=O. The product is [CH2:1]([O:3][C:4]1[CH:5]=[C:6]2[C:11](=[CH:12][C:13]=1[N+:15]([O-:17])=[O:16])[NH:10][C:9](=[O:14])[CH2:8][CH2:7]2)[CH3:2]. The yield is 0.770. (5) The reactants are [C:1]([N:8]1[CH2:13][CH2:12][CH:11]([CH2:14][OH:15])[CH2:10][CH2:9]1)([O:3][C:4]([CH3:7])([CH3:6])[CH3:5])=[O:2].[OH-].[Na+].Br[CH2:19][C:20]([O:22][C:23]([CH3:26])([CH3:25])[CH3:24])=[O:21]. The catalyst is C1(C)C=CC=CC=1.[Br-].C([N+](CCCC)(CCCC)CCCC)CCC. The product is [C:23]([O:22][C:20](=[O:21])[CH2:19][O:15][CH2:14][CH:11]1[CH2:12][CH2:13][N:8]([C:1]([O:3][C:4]([CH3:7])([CH3:6])[CH3:5])=[O:2])[CH2:9][CH2:10]1)([CH3:26])([CH3:25])[CH3:24]. The yield is 0.670.